Dataset: Full USPTO retrosynthesis dataset with 1.9M reactions from patents (1976-2016). Task: Predict the reactants needed to synthesize the given product. (1) Given the product [NH3:13].[CH3:1][O:2][C:3]1[CH:8]=[C:7]([CH3:9])[C:6]([S:10]([N:13]([CH3:14])[CH2:15][C:16]2[N:20]=[C:19]([C:21]([N:37]3[CH2:36][CH2:35][N:34]([CH2:33][CH2:32][N:27]4[CH2:28][CH2:29][CH2:30][CH2:31]4)[CH2:39][CH2:38]3)=[O:23])[O:18][N:17]=2)(=[O:11])=[O:12])=[C:5]([CH3:26])[CH:4]=1, predict the reactants needed to synthesize it. The reactants are: [CH3:1][O:2][C:3]1[CH:8]=[C:7]([CH3:9])[C:6]([S:10]([N:13]([CH2:15][C:16]2[N:20]=[C:19]([C:21]([O:23]CC)=O)[O:18][N:17]=2)[CH3:14])(=[O:12])=[O:11])=[C:5]([CH3:26])[CH:4]=1.[N:27]1([CH2:32][CH2:33][N:34]2[CH2:39][CH2:38][NH:37][CH2:36][CH2:35]2)[CH2:31][CH2:30][CH2:29][CH2:28]1.C[Al](C)C. (2) Given the product [C:20]([N:18]1[C:17](=[O:24])[N:15]2[CH:16]=[C:11]([C:6]3([C:4]([OH:5])=[O:3])[CH2:7][CH2:8][CH2:9][CH2:10]3)[N:12]=[C:13]([NH:25][CH:26]([CH3:28])[CH3:27])[C:14]2=[N:19]1)([CH3:22])([CH3:23])[CH3:21], predict the reactants needed to synthesize it. The reactants are: C([O:3][C:4]([C:6]1([C:11]2[N:12]=[C:13]([NH:25][CH:26]([CH3:28])[CH3:27])[C:14]3[N:15]([C:17](=[O:24])[N:18]([C:20]([CH3:23])([CH3:22])[CH3:21])[N:19]=3)[CH:16]=2)[CH2:10][CH2:9][CH2:8][CH2:7]1)=[O:5])C.[OH-].[K+].Cl. (3) Given the product [CH3:2][C:3]1[CH:4]=[CH:5][C:6]([S:9]([OH:12])(=[O:11])=[O:10])=[CH:7][CH:8]=1.[F:13][C:14]1[CH:19]=[CH:18][CH:17]=[C:16]([F:20])[C:15]=1[N:21]1[C:26]2[N:27]=[C:28]([NH:39][CH:40]([CH2:41][OH:42])[CH2:43][OH:44])[N:29]=[C:30]([C:31]3[CH:36]=[CH:35][C:34]([F:37])=[CH:33][C:32]=3[CH3:38])[C:25]=2[CH:24]=[CH:23][C:22]1=[O:45], predict the reactants needed to synthesize it. The reactants are: O.[CH3:2][C:3]1[CH:8]=[CH:7][C:6]([S:9]([OH:12])(=[O:11])=[O:10])=[CH:5][CH:4]=1.[F:13][C:14]1[CH:19]=[CH:18][CH:17]=[C:16]([F:20])[C:15]=1[N:21]1[C:26]2[N:27]=[C:28]([NH:39][CH:40]([CH2:43][OH:44])[CH2:41][OH:42])[N:29]=[C:30]([C:31]3[CH:36]=[CH:35][C:34]([F:37])=[CH:33][C:32]=3[CH3:38])[C:25]=2[CH:24]=[CH:23][C:22]1=[O:45]. (4) Given the product [C:29]1([C:34]2[CH:35]=[CH:36][CH:37]=[CH:38][CH:39]=2)[CH:30]=[CH:31][CH:32]=[CH:33][C:28]=1[C:26]([NH:25][C:22]1[CH:21]=[CH:20][C:19]([N:13]2[CH2:18][CH2:17][N:16]([CH:2]([C:7]3[CH:12]=[CH:11][CH:10]=[CH:9][CH:8]=3)[C:3]([O:5][CH3:6])=[O:4])[CH2:15][CH2:14]2)=[CH:24][CH:23]=1)=[O:27], predict the reactants needed to synthesize it. The reactants are: Br[CH:2]([C:7]1[CH:12]=[CH:11][CH:10]=[CH:9][CH:8]=1)[C:3]([O:5][CH3:6])=[O:4].[N:13]1([C:19]2[CH:24]=[CH:23][C:22]([NH:25][C:26]([C:28]3[C:29]([C:34]4[CH:39]=[CH:38][CH:37]=[CH:36][CH:35]=4)=[CH:30][CH:31]=[CH:32][CH:33]=3)=[O:27])=[CH:21][CH:20]=2)[CH2:18][CH2:17][NH:16][CH2:15][CH2:14]1.C([O-])([O-])=O.[Na+].[Na+].